From a dataset of Full USPTO retrosynthesis dataset with 1.9M reactions from patents (1976-2016). Predict the reactants needed to synthesize the given product. (1) The reactants are: [BrH:1].Cl[C:3]1[N:8]=[C:7]([C:9]2[N:18]=[CH:17][C:16]3[CH2:15][CH2:14][CH2:13][CH2:12][C:11]=3[N:10]=2)[CH:6]=[CH:5][C:4]=1[CH3:19].[OH-].[Na+]. Given the product [Br:1][C:3]1[N:8]=[C:7]([C:9]2[N:18]=[CH:17][C:16]3[CH2:15][CH2:14][CH2:13][CH2:12][C:11]=3[N:10]=2)[CH:6]=[CH:5][C:4]=1[CH3:19], predict the reactants needed to synthesize it. (2) The reactants are: [O:1]1[CH2:6][CH2:5][N:4]([C:7]2[C:8]3[N:9]([CH:33]=[C:34]([CH2:36][CH2:37][C:38]4[CH:47]=[CH:46][C:45]5[C:40](=[CH:41][CH:42]=[CH:43][CH:44]=5)[N:39]=4)[N:35]=3)[C:10]([C:13]3[CH:32]=[CH:31][C:16]([C:17]([N:19]4[CH2:23][CH2:22][CH2:21][C@H:20]4[C:24]([O:26]C(C)(C)C)=[O:25])=[O:18])=[CH:15][CH:14]=3)=[CH:11][N:12]=2)[CH2:3][CH2:2]1.[C:48]([OH:54])([C:50]([F:53])([F:52])[F:51])=[O:49].C(Cl)Cl. Given the product [F:51][C:50]([F:53])([F:52])[C:48]([OH:54])=[O:49].[O:1]1[CH2:2][CH2:3][N:4]([C:7]2[C:8]3[N:9]([CH:33]=[C:34]([CH2:36][CH2:37][C:38]4[CH:47]=[CH:46][C:45]5[C:40](=[CH:41][CH:42]=[CH:43][CH:44]=5)[N:39]=4)[N:35]=3)[C:10]([C:13]3[CH:14]=[CH:15][C:16]([C:17]([N:19]4[CH2:23][CH2:22][CH2:21][C@H:20]4[C:24]([OH:26])=[O:25])=[O:18])=[CH:31][CH:32]=3)=[CH:11][N:12]=2)[CH2:5][CH2:6]1, predict the reactants needed to synthesize it. (3) Given the product [F:15][C:16]1[CH:17]=[C:18]([NH:22][C:23]2[NH:35][N:34]=[C:8]3[C:9]4[C:5]([CH2:6][C:7]=23)=[CH:4][C:3]([O:2][CH3:1])=[C:11]([O:12][CH3:13])[CH:10]=4)[CH:19]=[CH:20][CH:21]=1, predict the reactants needed to synthesize it. The reactants are: [CH3:1][O:2][C:3]1[CH:4]=[C:5]2[C:9](=[CH:10][C:11]=1[O:12][CH3:13])[C:8](=O)[CH2:7][CH2:6]2.[F:15][C:16]1[CH:17]=[C:18]([N:22]=[C:23]=S)[CH:19]=[CH:20][CH:21]=1.C[Si](C)(C)[Si](C)(C)C.[Li].[NH2:34][NH2:35]. (4) Given the product [CH:1]1([O:4][CH2:5][CH2:6][N:7]2[CH2:8][CH2:9][N:10]([C:13]3[CH:18]=[CH:17][C:16]([NH2:19])=[CH:15][C:14]=3[O:22][CH3:23])[CH2:11][CH2:12]2)[CH2:3][CH2:2]1, predict the reactants needed to synthesize it. The reactants are: [CH:1]1([O:4][CH2:5][CH2:6][N:7]2[CH2:12][CH2:11][N:10]([C:13]3[CH:18]=[CH:17][C:16]([N+:19]([O-])=O)=[CH:15][C:14]=3[O:22][CH3:23])[CH2:9][CH2:8]2)[CH2:3][CH2:2]1.